Dataset: Forward reaction prediction with 1.9M reactions from USPTO patents (1976-2016). Task: Predict the product of the given reaction. (1) Given the reactants CS(O[CH2:6][CH2:7][CH2:8][CH2:9][C:10]1[CH:22]=[CH:21][C:13]2[C:14]([C:17]([F:20])([F:19])[F:18])=[N:15][O:16][C:12]=2[C:11]=1[CH2:23][CH2:24][CH3:25])(=O)=O.C([O-])([O-])=O.[Cs+].[Cs+].[NH:32]1[CH2:39][CH2:38][C:36](=[O:37])[NH:35][C:33]1=[O:34], predict the reaction product. The product is: [CH2:23]([C:11]1[C:12]2[O:16][N:15]=[C:14]([C:17]([F:20])([F:19])[F:18])[C:13]=2[CH:21]=[CH:22][C:10]=1[CH2:9][CH2:8][CH2:7][CH2:6][N:32]1[CH2:39][CH2:38][C:36](=[O:37])[NH:35][C:33]1=[O:34])[CH2:24][CH3:25]. (2) Given the reactants [NH2:1][C:2]1[CH:3]=[C:4]([CH:7]=[CH:8][CH:9]=1)[CH2:5][NH2:6].C(N(C(C)C)CC)(C)C.[CH3:19][C:20]([O:23][C:24](O[C:24]([O:23][C:20]([CH3:22])([CH3:21])[CH3:19])=[O:25])=[O:25])([CH3:22])[CH3:21], predict the reaction product. The product is: [NH2:1][C:2]1[CH:3]=[C:4]([CH:7]=[CH:8][CH:9]=1)[CH2:5][NH:6][C:24](=[O:25])[O:23][C:20]([CH3:22])([CH3:21])[CH3:19]. (3) Given the reactants [O:1]1[C:6]2[CH:7]=[CH:8][C:9]([CH2:11][N:12]([CH:20]3[CH2:25][CH2:24][N:23]([CH2:26][CH2:27][N:28]4[C:33](=[O:34])[CH:32]=[N:31][C:30]5[CH:35]=[CH:36][N:37]=[CH:38][C:29]4=5)[CH2:22][CH2:21]3)C(=O)OC(C)(C)C)=[CH:10][C:5]=2[O:4][CH2:3][CH2:2]1, predict the reaction product. The product is: [O:1]1[C:6]2[CH:7]=[CH:8][C:9]([CH2:11][NH:12][CH:20]3[CH2:21][CH2:22][N:23]([CH2:26][CH2:27][N:28]4[C:33](=[O:34])[CH:32]=[N:31][C:30]5[CH:35]=[CH:36][N:37]=[CH:38][C:29]4=5)[CH2:24][CH2:25]3)=[CH:10][C:5]=2[O:4][CH2:3][CH2:2]1.